Dataset: Reaction yield outcomes from USPTO patents with 853,638 reactions. Task: Predict the reaction yield, written as a fraction of the theoretical maximum amount of product (1.0 means a 100% yield; for example, 0.34 means a 34% yield). (1) The catalyst is C1COCC1. The reactants are [H-].[Na+].[Br:3][C:4]1[CH:5]=[CH:6][C:7]2[NH:8][C:9]3[C:14]([C:15]=2[CH:16]=1)=[CH:13][C:12]([Br:17])=[CH:11][CH:10]=3.[O:18]1[CH2:20][CH:19]1[CH2:21][CH2:22][NH:23][C:24]1[CH:29]=[CH:28][CH:27]=[CH:26][CH:25]=1. The yield is 0.575. The product is [Br:17][C:12]1[CH:11]=[CH:10][C:9]2[N:8]([CH2:20][CH:19]([OH:18])[CH2:21][CH2:22][NH:23][C:24]3[CH:29]=[CH:28][CH:27]=[CH:26][CH:25]=3)[C:7]3[C:15]([C:14]=2[CH:13]=1)=[CH:16][C:4]([Br:3])=[CH:5][CH:6]=3. (2) The reactants are [Br:1][C:2]1[C:13]2[CH2:12][CH2:11][CH2:10][C:9]=2[CH:8]=[C:7]2[C:3]=1[CH2:4][CH:5]([CH2:15][CH:16]1[CH2:21][CH2:20][CH2:19][CH2:18][CH2:17]1)[C:6]2=O.C1COCC1.[BH4-].[Na+]. The catalyst is CO. The product is [Br:1][C:2]1[C:3]2[CH2:4][C:5]([CH2:15][CH:16]3[CH2:21][CH2:20][CH2:19][CH2:18][CH2:17]3)=[CH:6][C:7]=2[CH:8]=[C:9]2[C:13]=1[CH2:12][CH2:11][CH2:10]2. The yield is 0.930. (3) The reactants are [C:1]([C:3]1[CH:4]=[C:5]([C:13]2[S:17][C:16]([C:18]3[CH:26]=[CH:25][CH:24]=[C:23]4[C:19]=3[CH2:20][CH2:21][C@@H:22]4[NH:27][S:28]([CH:31]=[CH2:32])(=[O:30])=[O:29])=[N:15][N:14]=2)[CH:6]=[CH:7][C:8]=1[O:9][CH:10]([CH3:12])[CH3:11])#[N:2].[NH:33]1[CH2:37][CH2:36][C@@H:35]([OH:38])[CH2:34]1. The catalyst is CN(C=O)C. The product is [C:1]([C:3]1[CH:4]=[C:5]([C:13]2[S:17][C:16]([C:18]3[CH:26]=[CH:25][CH:24]=[C:23]4[C:19]=3[CH2:20][CH2:21][C@@H:22]4[NH:27][S:28]([CH2:31][CH2:32][N:33]3[CH2:37][CH2:36][C@@H:35]([OH:38])[CH2:34]3)(=[O:29])=[O:30])=[N:15][N:14]=2)[CH:6]=[CH:7][C:8]=1[O:9][CH:10]([CH3:12])[CH3:11])#[N:2]. The yield is 0.560. (4) The reactants are C([Li])CCC.[CH3:6][O:7][CH2:8][O:9][C:10]1[CH:15]=[CH:14][CH:13]=[C:12]([O:16][CH2:17][O:18][CH3:19])[CH:11]=1.[I:20]I. The catalyst is C1COCC1. The product is [I:20][C:11]1[C:12]([O:16][CH2:17][O:18][CH3:19])=[CH:13][CH:14]=[CH:15][C:10]=1[O:9][CH2:8][O:7][CH3:6]. The yield is 0.790. (5) The reactants are [Br:1][C:2]1[C:10]2[O:9][CH2:8][C:7]([CH3:12])([CH3:11])[C:6]=2[CH:5]=[C:4]([C:13]([OH:15])=O)[CH:3]=1.[CH3:16][N:17](C=O)C.Cl.CN.N1C=CC=CC=1. The catalyst is C1COCC1.C(OCC)(=O)C.O. The product is [CH3:16][NH:17][C:13]([C:4]1[CH:3]=[C:2]([Br:1])[C:10]2[O:9][CH2:8][C:7]([CH3:12])([CH3:11])[C:6]=2[CH:5]=1)=[O:15]. The yield is 0.220. (6) The reactants are [C:1]([C:5]1[CH:10]=[CH:9][C:8]([C:11]2[N:15]([CH3:16])[N:14]=[C:13]([C:17](=[N:19][NH:20][C:21]([C:23]3[CH:32]=[CH:31][C:26]([C:27]([O:29]C)=[O:28])=[C:25]([OH:33])[CH:24]=3)=[O:22])[CH3:18])[C:12]=2[OH:34])=[CH:7][CH:6]=1)([CH3:4])([CH3:3])[CH3:2].CO.[OH-].[Na+].Cl. The product is [C:1]([C:5]1[CH:10]=[CH:9][C:8]([C:11]2[N:15]([CH3:16])[N:14]=[C:13]([C:17](=[N:19][NH:20][C:21]([C:23]3[CH:32]=[CH:31][C:26]([C:27]([OH:29])=[O:28])=[C:25]([OH:33])[CH:24]=3)=[O:22])[CH3:18])[C:12]=2[OH:34])=[CH:7][CH:6]=1)([CH3:2])([CH3:3])[CH3:4]. The yield is 0.770. The catalyst is C1COCC1.O.